The task is: Regression. Given two drug SMILES strings and cell line genomic features, predict the synergy score measuring deviation from expected non-interaction effect.. This data is from NCI-60 drug combinations with 297,098 pairs across 59 cell lines. (1) Drug 1: C1=CN(C=N1)CC(O)(P(=O)(O)O)P(=O)(O)O. Drug 2: C(=O)(N)NO. Cell line: TK-10. Synergy scores: CSS=1.79, Synergy_ZIP=4.84, Synergy_Bliss=4.71, Synergy_Loewe=5.62, Synergy_HSA=-0.194. (2) Drug 1: C1CN(P(=O)(OC1)NCCCl)CCCl. Drug 2: C(CN)CNCCSP(=O)(O)O. Cell line: NCIH23. Synergy scores: CSS=-3.20, Synergy_ZIP=-0.728, Synergy_Bliss=-5.57, Synergy_Loewe=-7.51, Synergy_HSA=-7.15. (3) Cell line: T-47D. Synergy scores: CSS=9.21, Synergy_ZIP=-5.83, Synergy_Bliss=-2.60, Synergy_Loewe=-4.52, Synergy_HSA=-0.439. Drug 1: C1CCC(CC1)NC(=O)N(CCCl)N=O. Drug 2: CC1=C(C(CCC1)(C)C)C=CC(=CC=CC(=CC(=O)O)C)C.